This data is from Forward reaction prediction with 1.9M reactions from USPTO patents (1976-2016). The task is: Predict the product of the given reaction. (1) Given the reactants [Si]([O:8][CH2:9][C@@H:10]([N:13]([CH2:21][C:22]([N:24]([O:26][CH3:27])[CH3:25])=[O:23])[C:14](=[O:20])[O:15][C:16]([CH3:19])([CH3:18])[CH3:17])[CH:11]=[CH2:12])(C(C)(C)C)(C)C.CCCC[N+](CCCC)(CCCC)CCCC.[F-], predict the reaction product. The product is: [OH:8][CH2:9][C@@H:10]([N:13]([CH2:21][C:22]([N:24]([O:26][CH3:27])[CH3:25])=[O:23])[C:14](=[O:20])[O:15][C:16]([CH3:17])([CH3:18])[CH3:19])[CH:11]=[CH2:12]. (2) Given the reactants [CH3:1][C:2]1[CH2:3][CH2:4][N:5]([C:8]([O:10][CH3:11])=[O:9])[CH2:6][CH:7]=1.ClC1C=CC=C(C(OO)=[O:20])C=1, predict the reaction product. The product is: [CH3:1][C:2]12[O:20][CH:3]1[CH2:4][N:5]([C:8]([O:10][CH3:11])=[O:9])[CH2:6][CH2:7]2. (3) The product is: [O:39]1[CH2:40][CH2:41][N:42]([CH2:45][CH2:46][O:47][C:48]2[CH:49]=[C:50]([NH:51][C:2]3[N:7]=[C:6]([O:8][C:9]4[C:18]5[C:13](=[CH:14][CH:15]=[CH:16][CH:17]=5)[C:12]([NH:19][C:20]([NH:22][C:23]5[N:27]([C:28]6[CH:29]=[CH:30][C:31]([CH3:34])=[CH:32][CH:33]=6)[N:26]=[C:25]([Si:35]([CH3:38])([CH3:37])[CH3:36])[CH:24]=5)=[O:21])=[CH:11][CH:10]=4)[CH:5]=[CH:4][N:3]=3)[CH:52]=[CH:53][CH:54]=2)[CH2:43][CH2:44]1. Given the reactants Cl[C:2]1[N:7]=[C:6]([O:8][C:9]2[C:18]3[C:13](=[CH:14][CH:15]=[CH:16][CH:17]=3)[C:12]([NH:19][C:20]([NH:22][C:23]3[N:27]([C:28]4[CH:33]=[CH:32][C:31]([CH3:34])=[CH:30][CH:29]=4)[N:26]=[C:25]([Si:35]([CH3:38])([CH3:37])[CH3:36])[CH:24]=3)=[O:21])=[CH:11][CH:10]=2)[CH:5]=[CH:4][N:3]=1.[O:39]1[CH2:44][CH2:43][N:42]([CH2:45][CH2:46][O:47][C:48]2[CH:49]=[C:50]([CH:52]=[CH:53][CH:54]=2)[NH2:51])[CH2:41][CH2:40]1, predict the reaction product. (4) Given the reactants [F:1][C:2]1[CH:16]=[CH:15][C:5]2[N:6]=[C:7]([NH:9][C@H:10]3[CH2:13][C@H:12]([NH2:14])[CH2:11]3)[S:8][C:4]=2[CH:3]=1.Cl[C:18]1[C:23]([C:24]([CH3:31])([CH3:30])[C:25](OCC)=[O:26])=[CH:22][N:21]=[C:20]([S:32][CH3:33])[N:19]=1.C1(P(C2CCCCC2)C2C(OC)=CC=C(OC)C=2C2C(C(C)C)=CC(C(C)C)=CC=2C(C)C)CCCCC1.CC(C)([O-])C.[Na+], predict the reaction product. The product is: [F:1][C:2]1[CH:16]=[CH:15][C:5]2[N:6]=[C:7]([NH:9][C@H:10]3[CH2:11][C@H:12]([N:14]4[C:22]5[N:21]=[C:20]([S:32][CH3:33])[N:19]=[CH:18][C:23]=5[C:24]([CH3:30])([CH3:31])[C:25]4=[O:26])[CH2:13]3)[S:8][C:4]=2[CH:3]=1. (5) Given the reactants [CH:1]1([C:4]2[C:5]([O:15][CH2:16][CH:17]3[CH2:22][CH2:21][N:20]([S:23]([CH3:26])(=[O:25])=[O:24])[CH2:19][CH2:18]3)=[CH:6][C:7]([F:14])=[C:8]([CH:13]=2)[C:9]([O:11]C)=[O:10])[CH2:3][CH2:2]1.[OH-].[Li+].Cl, predict the reaction product. The product is: [CH:1]1([C:4]2[C:5]([O:15][CH2:16][CH:17]3[CH2:18][CH2:19][N:20]([S:23]([CH3:26])(=[O:25])=[O:24])[CH2:21][CH2:22]3)=[CH:6][C:7]([F:14])=[C:8]([CH:13]=2)[C:9]([OH:11])=[O:10])[CH2:3][CH2:2]1. (6) Given the reactants [Br:1][C:2]1[CH:7]=[CH:6][CH:5]=[CH:4][C:3]=1[CH2:8][CH2:9][NH2:10].[C:11](OC(=O)C)(=[O:13])[CH3:12], predict the reaction product. The product is: [Br:1][C:2]1[CH:7]=[CH:6][CH:5]=[CH:4][C:3]=1[CH2:8][CH2:9][NH:10][C:11](=[O:13])[CH3:12]. (7) Given the reactants [C:1]([NH:5][C:6]([C:8]1[C:16]2[C:11](=[N:12][CH:13]=[C:14]([C:17]3[N:18]=[CH:19][CH:20]=[C:21]4[CH:25]=[CH:24][N:23](COCC[Si](C)(C)C)[C:22]=34)[N:15]=2)[N:10](COCC[Si](C)(C)C)[CH:9]=1)=[O:7])([CH3:4])([CH3:3])[CH3:2].FC(F)(F)C(O)=O, predict the reaction product. The product is: [C:1]([NH:5][C:6]([C:8]1[C:16]2[C:11](=[N:12][CH:13]=[C:14]([C:17]3[N:18]=[CH:19][CH:20]=[C:21]4[CH:25]=[CH:24][NH:23][C:22]=34)[N:15]=2)[NH:10][CH:9]=1)=[O:7])([CH3:4])([CH3:2])[CH3:3]. (8) Given the reactants CC1(C)[O:6][C@@H:5]([CH2:7][O:8][NH:9][C:10]([C:12]2[O:20][C:19]3[CH:18]=[CH:17][N:16]=[CH:15][C:14]=3[C:13]=2[NH:21][C:22]2[CH:27]=[CH:26][C:25]([I:28])=[CH:24][C:23]=2[Cl:29])=[O:11])[CH2:4][O:3]1, predict the reaction product. The product is: [OH:6][C@H:5]([CH2:4][OH:3])[CH2:7][O:8][NH:9][C:10]([C:12]1[O:20][C:19]2[CH:18]=[CH:17][N:16]=[CH:15][C:14]=2[C:13]=1[NH:21][C:22]1[CH:27]=[CH:26][C:25]([I:28])=[CH:24][C:23]=1[Cl:29])=[O:11]. (9) Given the reactants [CH2:1]([C:5]1[N:6]=[C:7]([CH3:27])[NH:8][C:9](=[O:26])[C:10]=1[CH2:11][C:12]1[CH:17]=[CH:16][C:15]([C:18]2[C:19]([C:24]#[N:25])=[CH:20][CH:21]=[CH:22][CH:23]=2)=[CH:14][CH:13]=1)[CH2:2][CH2:3][CH3:4].C(=O)([O-])[O-].[K+].[K+].Br[CH2:35][C:36]1[C:41]([F:42])=[CH:40][CH:39]=[CH:38][C:37]=1[F:43].CN(C)C=O, predict the reaction product. The product is: [CH2:1]([C:5]1[N:6]=[C:7]([CH3:27])[N:8]([CH2:35][C:36]2[C:41]([F:42])=[CH:40][CH:39]=[CH:38][C:37]=2[F:43])[C:9](=[O:26])[C:10]=1[CH2:11][C:12]1[CH:17]=[CH:16][C:15]([C:18]2[C:19]([C:24]#[N:25])=[CH:20][CH:21]=[CH:22][CH:23]=2)=[CH:14][CH:13]=1)[CH2:2][CH2:3][CH3:4].